Dataset: Forward reaction prediction with 1.9M reactions from USPTO patents (1976-2016). Task: Predict the product of the given reaction. The product is: [CH3:2][N:3]([CH2:27][C:26]1[CH:29]=[CH:30][C:31]([O:32][CH2:33][CH2:34][CH2:35][CH2:36][CH2:37][CH2:38][CH2:39][CH2:40]/[CH:41]=[CH:42]\[CH2:43]/[CH:44]=[CH:45]\[CH2:46][CH2:47][CH2:48][CH2:49][CH3:50])=[C:24]([O:23][CH2:5][CH2:6][CH2:7][CH2:8][CH2:9][CH2:10][CH2:11][CH2:12]/[CH:13]=[CH:14]\[CH2:15]/[CH:16]=[CH:17]\[CH2:18][CH2:19][CH2:20][CH2:21][CH3:22])[CH:25]=1)[CH3:4]. Given the reactants Cl.[CH3:2][NH:3][CH3:4].[CH2:5]([O:23][C:24]1[CH:25]=[C:26]([CH:29]=[CH:30][C:31]=1[O:32][CH2:33][CH2:34][CH2:35][CH2:36][CH2:37][CH2:38][CH2:39][CH2:40]/[CH:41]=[CH:42]\[CH2:43]/[CH:44]=[CH:45]\[CH2:46][CH2:47][CH2:48][CH2:49][CH3:50])[CH:27]=O)[CH2:6][CH2:7][CH2:8][CH2:9][CH2:10][CH2:11][CH2:12]/[CH:13]=[CH:14]\[CH2:15]/[CH:16]=[CH:17]\[CH2:18][CH2:19][CH2:20][CH2:21][CH3:22].[BH4-].[Na+].N, predict the reaction product.